From a dataset of Forward reaction prediction with 1.9M reactions from USPTO patents (1976-2016). Predict the product of the given reaction. (1) Given the reactants [CH:1]1([C:4]2[C:9]([C:10]#N)=[CH:8][CH:7]=[CH:6][N:5]=2)[CH2:3][CH2:2]1.CC(C[AlH]CC(C)C)C.Cl.[OH-:22].[Na+], predict the reaction product. The product is: [CH:1]1([C:4]2[C:9]([CH:10]=[O:22])=[CH:8][CH:7]=[CH:6][N:5]=2)[CH2:3][CH2:2]1. (2) The product is: [Br:12][C:9]1[CH:8]=[C:3]2[C:2](=[CH:11][CH:10]=1)[NH:1][C:18](=[O:19])[C:17]([O:16][CH:13]([CH3:15])[CH3:14])=[C:4]2[OH:6]. Given the reactants [NH2:1][C:2]1[CH:11]=[CH:10][C:9]([Br:12])=[CH:8][C:3]=1[C:4]([O:6]C)=O.[CH:13]([O:16][CH2:17][C:18](OC(C)C)=[O:19])([CH3:15])[CH3:14].C[Si]([N-][Si](C)(C)C)(C)C.[K+].CO, predict the reaction product. (3) The product is: [Cl:1][C:2]1[N:3]([C:17]2[CH:18]=[CH:19][CH:20]=[CH:21][CH:22]=2)[C:4]([CH2:11][CH2:12][CH2:13][CH2:14][O:15][CH3:16])=[C:5]([C:7]([OH:9])=[O:8])[N:6]=1. Given the reactants [Cl:1][C:2]1[N:3]([C:17]2[CH:22]=[CH:21][CH:20]=[CH:19][CH:18]=2)[C:4]([CH2:11][CH2:12][CH2:13][CH2:14][O:15][CH3:16])=[C:5]([C:7]([O:9]C)=[O:8])[N:6]=1.[OH-].[Na+], predict the reaction product.